This data is from Full USPTO retrosynthesis dataset with 1.9M reactions from patents (1976-2016). The task is: Predict the reactants needed to synthesize the given product. (1) Given the product [CH2:1]([O:3][CH:4]([O:7][CH2:8][CH3:9])[CH2:5][NH:6][CH2:16][CH2:17][CH:18]([CH3:20])[CH3:19])[CH3:2], predict the reactants needed to synthesize it. The reactants are: [CH2:1]([O:3][CH:4]([O:7][CH2:8][CH3:9])[CH2:5][NH2:6])[CH3:2].C(=O)([O-])[O-].[K+].[K+].[CH2:16](Br)[CH2:17][CH:18]([CH3:20])[CH3:19]. (2) Given the product [Br-:31].[CH2:16]([O:23][C:24]1[CH:29]=[C:28]([CH:27]=[CH:26][C:25]=1[N+:32]([O-:34])=[O:33])[CH2:30][CH:1]1[C:10]2[C:5](=[CH:6][CH:7]=[CH:8][CH:9]=2)[CH2:4][CH2:3][C:2]1=[N+:11]1[CH2:15][CH2:14][CH2:13][CH2:12]1)[C:17]1[CH:18]=[CH:19][CH:20]=[CH:21][CH:22]=1, predict the reactants needed to synthesize it. The reactants are: [CH:1]1[C:10]2[C:5](=[CH:6][CH:7]=[CH:8][CH:9]=2)[CH2:4][CH2:3][C:2]=1[N:11]1[CH2:15][CH2:14][CH2:13][CH2:12]1.[CH2:16]([O:23][C:24]1[CH:29]=[C:28]([CH2:30][Br:31])[CH:27]=[CH:26][C:25]=1[N+:32]([O-:34])=[O:33])[C:17]1[CH:22]=[CH:21][CH:20]=[CH:19][CH:18]=1. (3) Given the product [CH2:1]([O:3][C:4]([N:6]1[CH2:7][CH2:8][N:9]([CH2:12][C:13]#[C:14][C:16]2[CH:21]=[CH:20][CH:19]=[CH:18][CH:17]=2)[CH2:10][CH2:11]1)=[O:5])[CH3:2], predict the reactants needed to synthesize it. The reactants are: [CH2:1]([O:3][C:4]([N:6]1[CH2:11][CH2:10][N:9]([CH2:12][C:13]#[CH:14])[CH2:8][CH2:7]1)=[O:5])[CH3:2].I[C:16]1[CH:21]=[CH:20][CH:19]=[CH:18][CH:17]=1.O. (4) Given the product [CH3:3][S:4]([C:7]1[CH:12]=[CH:11][C:10]([N:13]2[C:17]3=[N:18][CH:19]=[CH:20][CH:21]=[C:16]3[C:15]([C:22]([OH:24])=[O:23])=[CH:14]2)=[CH:9][CH:8]=1)(=[O:5])=[O:6], predict the reactants needed to synthesize it. The reactants are: [OH-].[Na+].[CH3:3][S:4]([C:7]1[CH:12]=[CH:11][C:10]([N:13]2[C:17]3=[N:18][CH:19]=[CH:20][CH:21]=[C:16]3[C:15]([C:22]([O:24]C)=[O:23])=[CH:14]2)=[CH:9][CH:8]=1)(=[O:6])=[O:5].Cl. (5) Given the product [F:22][C:19]1[CH:20]=[CH:21][C:16]([CH2:15][NH:14][C:12]([C:10]2[C:9]([OH:23])=[C:8]3[C:3]([CH:4]=[CH:5][CH:6]=[N:7]3)=[C:2]([N:24]3[CH2:29][CH2:28][S:27][CH2:26][CH2:25]3)[N:11]=2)=[O:13])=[CH:17][CH:18]=1, predict the reactants needed to synthesize it. The reactants are: Br[C:2]1[N:11]=[C:10]([C:12]([NH:14][CH2:15][C:16]2[CH:21]=[CH:20][C:19]([F:22])=[CH:18][CH:17]=2)=[O:13])[C:9]([OH:23])=[C:8]2[C:3]=1[CH:4]=[CH:5][CH:6]=[N:7]2.[NH:24]1[CH2:29][CH2:28][S:27][CH2:26][CH2:25]1.C(N(C(C)C)CC)(C)C.C(O)(C(F)(F)F)=O. (6) The reactants are: [Cl:1][C:2]1[CH:7]=[C:6]([N+:8]([O-:10])=[O:9])[CH:5]=[CH:4][C:3]=1[NH:11][C:12](=[O:18])[O:13][CH2:14][CH2:15][CH2:16]Cl.C(=O)([O-])[O-].[K+].[K+]. Given the product [Cl:1][C:2]1[CH:7]=[C:6]([N+:8]([O-:10])=[O:9])[CH:5]=[CH:4][C:3]=1[N:11]1[CH2:16][CH2:15][CH2:14][O:13][C:12]1=[O:18], predict the reactants needed to synthesize it. (7) Given the product [CH3:1][N:2]([CH3:17])[CH2:3][CH2:4][NH:6][C:7]1[CH:12]=[CH:11][CH:10]=[C:9]([C:13]([F:14])([F:15])[F:16])[CH:8]=1, predict the reactants needed to synthesize it. The reactants are: [CH3:1][N:2]([CH3:17])[CH2:3][C:4]([NH:6][C:7]1[CH:12]=[CH:11][CH:10]=[C:9]([C:13]([F:16])([F:15])[F:14])[CH:8]=1)=O.[H-].[H-].[H-].[H-].[Li+].[Al+3].